Dataset: Reaction yield outcomes from USPTO patents with 853,638 reactions. Task: Predict the reaction yield, written as a fraction of the theoretical maximum amount of product (1.0 means a 100% yield; for example, 0.34 means a 34% yield). (1) The reactants are CC1[CH:3]=[C:4]([C:7]2[C:8]([C:24]3[CH:29]=[CH:28][CH:27]=[CH:26][CH:25]=3)=[C:9]([C:13]([CH:15]([C:17]3[CH:22]=[CH:21][C:20]([F:23])=[CH:19][CH:18]=3)[OH:16])=[O:14])[CH:10]=[CH:11][CH:12]=2)SC=1.O[O:31][S:32]([O-:34])=O.[K+].O1[CH2:40][CH2:39][CH2:38][CH2:37]1.O.[CH3:42]O. The catalyst is C(Cl)Cl. The product is [CH3:42][S:32]([C:38]1[CH:39]=[CH:40][C:4]([C:7]2[C:8]([C:24]3[CH:25]=[CH:26][CH:27]=[CH:28][CH:29]=3)=[C:9]([C:13]([CH:15]([C:17]3[CH:22]=[CH:21][C:20]([F:23])=[CH:19][CH:18]=3)[OH:16])=[O:14])[CH:10]=[CH:11][CH:12]=2)=[CH:3][CH:37]=1)(=[O:34])=[O:31]. The yield is 0.980. (2) The reactants are C([O:3][C:4]([CH:6]1[CH2:15][CH2:14][C:13]2[C:8](=[CH:9][CH:10]=[CH:11][CH:12]=2)[NH:7]1)=O)C.[H-].[H-].[H-].[H-].[Li+].[Al+3].[O-]S([O-])(=O)=O.[Na+].[Na+]. The catalyst is C1COCC1. The product is [NH:7]1[C:8]2[C:13](=[CH:12][CH:11]=[CH:10][CH:9]=2)[CH2:14][CH2:15][CH:6]1[CH2:4][OH:3]. The yield is 0.500. (3) The reactants are [Cl:1][C:2]1[CH:11]=[CH:10][C:9]2[C:4](=[N:5][CH:6]=[CH:7][C:8]=2Cl)[N:3]=1.[NH2:13][C:14]1[CH:19]=[C:18]([CH3:20])[CH:17]=[CH:16][C:15]=1[S:21][C:22]1[CH:27]=[CH:26][C:25]([NH:28][C:29](=[O:31])[CH3:30])=[CH:24][CH:23]=1. No catalyst specified. The product is [Cl:1][C:2]1[N:3]=[C:4]2[C:9]([C:8]([NH:13][C:14]3[CH:19]=[C:18]([CH3:20])[CH:17]=[CH:16][C:15]=3[S:21][C:22]3[CH:27]=[CH:26][C:25]([NH:28][C:29](=[O:31])[CH3:30])=[CH:24][CH:23]=3)=[CH:7][CH:6]=[N:5]2)=[CH:10][CH:11]=1. The yield is 0.480. (4) The reactants are C(N(CC)CC)C.S(Cl)(C)(=O)=O.[Cl:13][C:14]1[CH:38]=[CH:37][CH:36]=[C:35]([Cl:39])[C:15]=1[C:16]([NH:18][C@H:19]([C:31]([O:33][CH3:34])=[O:32])[CH2:20][C:21]1[CH:26]=[CH:25][C:24]([C:27]#[C:28][CH2:29]O)=[CH:23][CH:22]=1)=[O:17].[N:40]1[CH:45]=[CH:44][CH:43]=[CH:42][C:41]=1[NH:46][C:47](=[O:53])[O:48][C:49]([CH3:52])([CH3:51])[CH3:50].[H-].[Na+]. The catalyst is C(Cl)Cl.CC(N(C)C)=O. The product is [C:49]([O:48][C:47]([N:46]([C:41]1[CH:42]=[CH:43][CH:44]=[CH:45][N:40]=1)[CH2:29][C:28]#[C:27][C:24]1[CH:23]=[CH:22][C:21]([CH2:20][C@@H:19]([C:31]([O:33][CH3:34])=[O:32])[NH:18][C:16](=[O:17])[C:15]2[C:35]([Cl:39])=[CH:36][CH:37]=[CH:38][C:14]=2[Cl:13])=[CH:26][CH:25]=1)=[O:53])([CH3:50])([CH3:52])[CH3:51]. The yield is 0.490. (5) The reactants are [Cl:1][C:2]1[CH:7]=[C:6]([Cl:8])[CH:5]=[CH:4][C:3]=1[C:9]1[CH:14]=[CH:13][NH:12][C:11](=[O:15])[CH:10]=1.Br[C:17]1[CH:25]=[C:24]2[C:20]([C:21]3[CH2:30][CH2:29][N:28]([CH3:31])[CH2:27][C:22]=3[N:23]2[CH3:26])=[CH:19][CH:18]=1. No catalyst specified. The product is [ClH:1].[Cl:1][C:2]1[CH:7]=[C:6]([Cl:8])[CH:5]=[CH:4][C:3]=1[C:9]1[CH:14]=[CH:13][N:12]([C:17]2[CH:25]=[C:24]3[C:20]([C:21]4[CH2:30][CH2:29][N:28]([CH3:31])[CH2:27][C:22]=4[N:23]3[CH3:26])=[CH:19][CH:18]=2)[C:11](=[O:15])[CH:10]=1. The yield is 0.210. (6) The reactants are [CH3:1][O:2][C:3]1[N:8]=[C:7]([C:9]2[CH:13]=[CH:12][S:11][C:10]=2[CH:14]=O)[CH:6]=[CH:5][CH:4]=1.[CH3:16][C:17]([CH3:19])=[O:18].[OH-].[Na+].Cl. The catalyst is O. The product is [CH3:1][O:2][C:3]1[N:8]=[C:7]([C:9]2[CH:13]=[CH:12][S:11][C:10]=2/[CH:14]=[CH:16]/[C:17](=[O:18])[CH3:19])[CH:6]=[CH:5][CH:4]=1. The yield is 0.670. (7) The reactants are [NH:1]1[C:9]2[CH:8]=[CH:7][N:6]=[CH:5][C:4]=2[CH:3]=[CH:2]1.[OH-].[K+].[I:12]I.[OH-].[NH4+]. The catalyst is CN(C=O)C.O. The product is [I:12][C:3]1[C:4]2[CH:5]=[N:6][CH:7]=[CH:8][C:9]=2[NH:1][CH:2]=1. The yield is 0.810. (8) The reactants are [Br:1][CH2:2][C:3](=O)[C@@H:4]([NH:15]C(=O)OC(C)(C)C)[CH2:5][C:6]1[CH:11]=[CH:10][C:9]([N+:12]([O-:14])=[O:13])=[CH:8][CH:7]=1.[S:24]1[CH:28]=[CH:27][CH:26]=[C:25]1[C:29](=[S:31])[NH2:30].C(OCC)C. The catalyst is CC#N. The product is [BrH:1].[N+:12]([C:9]1[CH:8]=[CH:7][C:6]([CH2:5][C@@H:4]([C:3]2[N:30]=[C:29]([C:25]3[S:24][CH:28]=[CH:27][CH:26]=3)[S:31][CH:2]=2)[NH2:15])=[CH:11][CH:10]=1)([O-:14])=[O:13]. The yield is 0.870.